From a dataset of Peptide-MHC class I binding affinity with 185,985 pairs from IEDB/IMGT. Regression. Given a peptide amino acid sequence and an MHC pseudo amino acid sequence, predict their binding affinity value. This is MHC class I binding data. (1) The peptide sequence is GVNACQVGV. The MHC is HLA-B27:05 with pseudo-sequence HLA-B27:05. The binding affinity (normalized) is 0.0847. (2) The peptide sequence is APLAHRLGM. The binding affinity (normalized) is 0.0847. The MHC is HLA-B15:01 with pseudo-sequence HLA-B15:01. (3) The peptide sequence is KFKRKLMYV. The MHC is HLA-B58:01 with pseudo-sequence HLA-B58:01. The binding affinity (normalized) is 0.0847. (4) The peptide sequence is SRLWPKIQGL. The MHC is Mamu-B08 with pseudo-sequence Mamu-B08. The binding affinity (normalized) is 0.824. (5) The peptide sequence is KYFDDVTAF. The MHC is HLA-A02:06 with pseudo-sequence HLA-A02:06. The binding affinity (normalized) is 0.446. (6) The peptide sequence is IPEISSNDNA. The MHC is HLA-B35:01 with pseudo-sequence HLA-B35:01. The binding affinity (normalized) is 0. (7) The MHC is HLA-A03:01 with pseudo-sequence HLA-A03:01. The peptide sequence is TVFCFFNYI. The binding affinity (normalized) is 0.0847.